From a dataset of Peptide-MHC class I binding affinity with 185,985 pairs from IEDB/IMGT. Regression. Given a peptide amino acid sequence and an MHC pseudo amino acid sequence, predict their binding affinity value. This is MHC class I binding data. The peptide sequence is KVVDTFISY. The MHC is HLA-A68:01 with pseudo-sequence HLA-A68:01. The binding affinity (normalized) is 0.249.